From a dataset of Forward reaction prediction with 1.9M reactions from USPTO patents (1976-2016). Predict the product of the given reaction. (1) Given the reactants [H-].[Na+].[CH3:3][C:4]1[CH:9]=[C:8]([CH3:10])[N:7]=[C:6]([N:11]2[CH2:16][CH2:15][N:14]([C:17]3[CH:22]=[CH:21][C:20]([NH:23][C:24](=[O:42])[C:25](=[O:41])[C:26]4[N:34]5[C:29]([CH2:30][CH2:31][CH2:32][CH2:33]5)=[CH:28][C:27]=4[C:35]4[CH:40]=[CH:39][CH:38]=[CH:37][CH:36]=4)=[CH:19][CH:18]=3)[CH2:13][CH2:12]2)[CH:5]=1.[CH3:43]I, predict the reaction product. The product is: [CH3:3][C:4]1[CH:9]=[C:8]([CH3:10])[N:7]=[C:6]([N:11]2[CH2:12][CH2:13][N:14]([C:17]3[CH:18]=[CH:19][C:20]([N:23]([CH3:43])[C:24](=[O:42])[C:25](=[O:41])[C:26]4[N:34]5[C:29]([CH2:30][CH2:31][CH2:32][CH2:33]5)=[CH:28][C:27]=4[C:35]4[CH:40]=[CH:39][CH:38]=[CH:37][CH:36]=4)=[CH:21][CH:22]=3)[CH2:15][CH2:16]2)[CH:5]=1. (2) The product is: [CH3:19][O:18][C:16]1[CH:15]=[C:14]([CH2:20][OH:21])[CH:13]=[C:12]([N:11]=[CH:9][C:6]2[CH:5]=[N:4][C:3]([O:2][CH3:1])=[CH:8][N:7]=2)[CH:17]=1. Given the reactants [CH3:1][O:2][C:3]1[N:4]=[CH:5][C:6]([CH:9]=O)=[N:7][CH:8]=1.[NH2:11][C:12]1[CH:13]=[C:14]([CH2:20][OH:21])[CH:15]=[C:16]([O:18][CH3:19])[CH:17]=1, predict the reaction product. (3) Given the reactants [F:1][C:2]1[CH:3]=[C:4]([CH:29]=[CH:30][CH:31]=1)[O:5][C:6]1[CH:28]=[CH:27][C:9]([O:10][C:11]2[N:19]=[CH:18][C:17]([NH:20][CH:21]3[CH2:26][CH2:25][CH2:24][NH:23][CH2:22]3)=[CH:16][C:12]=2[C:13]([NH2:15])=[O:14])=[CH:8][CH:7]=1.C(N(CC)C(C)C)(C)C.[C:41](Cl)(=[O:45])/[CH:42]=[CH:43]/[CH3:44], predict the reaction product. The product is: [C:41]([N:23]1[CH2:24][CH2:25][CH2:26][CH:21]([NH:20][C:17]2[CH:18]=[N:19][C:11]([O:10][C:9]3[CH:27]=[CH:28][C:6]([O:5][C:4]4[CH:29]=[CH:30][CH:31]=[C:2]([F:1])[CH:3]=4)=[CH:7][CH:8]=3)=[C:12]([CH:16]=2)[C:13]([NH2:15])=[O:14])[CH2:22]1)(=[O:45])/[CH:42]=[CH:43]/[CH3:44]. (4) Given the reactants [F:1][C:2]1[CH:7]=[CH:6][CH:5]=[C:4]([F:8])[C:3]=1[C:9]1[O:10][C:11]([NH:17][C:18]2[CH:23]=[CH:22][CH:21]=[CH:20][CH:19]=2)=[C:12]([C:14](O)=[O:15])[N:13]=1.O.OC1C2N=N[NH:31]C=2C=CC=1.CN(C)CCCN=C=NCC.N.O1CCOCC1, predict the reaction product. The product is: [F:8][C:4]1[CH:5]=[CH:6][CH:7]=[C:2]([F:1])[C:3]=1[C:9]1[O:10][C:11]([NH:17][C:18]2[CH:23]=[CH:22][CH:21]=[CH:20][CH:19]=2)=[C:12]([C:14]([NH2:31])=[O:15])[N:13]=1. (5) Given the reactants [C:1]([CH:3]([C:13]1[CH:18]=[CH:17][C:16]([Cl:19])=[C:15]([Cl:20])[CH:14]=1)[CH2:4][CH2:5][O:6][CH:7]1[CH2:12][CH2:11][CH2:10][CH2:9][O:8]1)#[N:2], predict the reaction product. The product is: [Cl:20][C:15]1[CH:14]=[C:13]([CH:3]([CH2:1][NH2:2])[CH2:4][CH2:5][O:6][CH:7]2[CH2:12][CH2:11][CH2:10][CH2:9][O:8]2)[CH:18]=[CH:17][C:16]=1[Cl:19]. (6) Given the reactants [C:1]([C:5]1[CH:6]=[C:7]([NH:18][C:19]([NH:21][C@@H:22]2[C:31]3[C:26](=[CH:27][CH:28]=[CH:29][CH:30]=3)[C@H:25]([O:32][C:33]3[CH:34]=[CH:35][C:36]4[N:37]([C:39]([N:42]5[CH2:47][CH2:46][CH2:45][CH2:44][CH2:43]5)=[N:40][N:41]=4)[CH:38]=3)[CH2:24][CH2:23]2)=[O:20])[N:8]([C:10]2[CH:15]=[CH:14][C:13]([CH2:16]Cl)=[CH:12][CH:11]=2)[N:9]=1)([CH3:4])([CH3:3])[CH3:2].CCN(C(C)C)C(C)C.[CH3:57][N:58]1[CH2:63][CH2:62][NH:61][CH2:60][CH2:59]1, predict the reaction product. The product is: [C:1]([C:5]1[CH:6]=[C:7]([NH:18][C:19]([NH:21][C@@H:22]2[C:31]3[C:26](=[CH:27][CH:28]=[CH:29][CH:30]=3)[C@H:25]([O:32][C:33]3[CH:34]=[CH:35][C:36]4[N:37]([C:39]([N:42]5[CH2:47][CH2:46][CH2:45][CH2:44][CH2:43]5)=[N:40][N:41]=4)[CH:38]=3)[CH2:24][CH2:23]2)=[O:20])[N:8]([C:10]2[CH:15]=[CH:14][C:13]([CH2:16][N:61]3[CH2:62][CH2:63][N:58]([CH3:57])[CH2:59][CH2:60]3)=[CH:12][CH:11]=2)[N:9]=1)([CH3:4])([CH3:3])[CH3:2]. (7) The product is: [Cl:33][C:28]1[CH:27]=[C:26]([N:23]2[CH2:22][CH2:21][N:20]([C:18]([C:9]3[CH:10]=[C:11]([S:14]([CH3:17])(=[O:16])=[O:15])[CH:12]=[CH:13][C:8]=3[N:1]3[CH2:6][CH2:5][CH2:4][CH2:3][CH2:2]3)=[O:19])[CH2:25][CH2:24]2)[CH:31]=[CH:30][C:29]=1[Cl:32]. Given the reactants [NH:1]1[CH2:6][CH2:5][CH2:4][CH2:3][CH2:2]1.Cl[C:8]1[CH:13]=[CH:12][C:11]([S:14]([CH3:17])(=[O:16])=[O:15])=[CH:10][C:9]=1[C:18]([N:20]1[CH2:25][CH2:24][N:23]([C:26]2[CH:31]=[CH:30][C:29]([Cl:32])=[C:28]([Cl:33])[CH:27]=2)[CH2:22][CH2:21]1)=[O:19].C(NC(C)C)(C)C, predict the reaction product. (8) Given the reactants C(OC(=O)[NH:7][CH2:8][C:9]1[O:10][C:11]2[CH:17]=[CH:16][C:15]([C:18]3[C:26]4[C:21](=[CH:22][C:23]([F:27])=[CH:24][CH:25]=4)[NH:20][CH:19]=3)=[CH:14][C:12]=2[N:13]=1)(C)(C)C.Cl.CCOCC, predict the reaction product. The product is: [F:27][C:23]1[CH:22]=[C:21]2[C:26]([C:18]([C:15]3[CH:16]=[CH:17][C:11]4[O:10][C:9]([CH2:8][NH2:7])=[N:13][C:12]=4[CH:14]=3)=[CH:19][NH:20]2)=[CH:25][CH:24]=1. (9) Given the reactants [Cl:1][C:2]1[C:7]([F:8])=[CH:6][CH:5]=[C:4]([Cl:9])[C:3]=1[C@H:10]([C:12]1[C:20]2[C:15](=[N:16][CH:17]=[C:18]([C:21]3[CH2:22][NH:23][CH2:24][CH2:25][CH:26]=3)[CH:19]=2)[NH:14][CH:13]=1)[CH3:11].[Si]([N:31]=[C:32]=[O:33])(C)(C)C.CO, predict the reaction product. The product is: [Cl:1][C:2]1[C:7]([F:8])=[CH:6][CH:5]=[C:4]([Cl:9])[C:3]=1[C@H:10]([C:12]1[C:20]2[C:15](=[N:16][CH:17]=[C:18]([C:21]3[CH2:22][N:23]([C:32]([NH2:31])=[O:33])[CH2:24][CH2:25][CH:26]=3)[CH:19]=2)[NH:14][CH:13]=1)[CH3:11]. (10) Given the reactants C(OC(=O)[NH:7][C:8]1[CH:13]=[CH:12][C:11]([C:14]2[CH:19]=[CH:18][CH:17]=[CH:16][C:15]=2[F:20])=[CH:10][C:9]=1[NH:21][C:22](=[O:35])[CH2:23][C:24]([C:26]1[CH:31]=[C:30]([C:32]#[N:33])[CH:29]=[CH:28][C:27]=1[F:34])=O)(C)(C)C.C(O)(C(F)(F)F)=O, predict the reaction product. The product is: [F:34][C:27]1[CH:28]=[CH:29][C:30]([C:32]#[N:33])=[CH:31][C:26]=1[C:24]1[CH2:23][C:22](=[O:35])[NH:21][C:9]2[CH:10]=[C:11]([C:14]3[CH:19]=[CH:18][CH:17]=[CH:16][C:15]=3[F:20])[CH:12]=[CH:13][C:8]=2[N:7]=1.